This data is from Reaction yield outcomes from USPTO patents with 853,638 reactions. The task is: Predict the reaction yield, written as a fraction of the theoretical maximum amount of product (1.0 means a 100% yield; for example, 0.34 means a 34% yield). The reactants are [Cl:1][C:2]1[CH:7]=[CH:6][C:5]([C:8]2[CH2:13][S:12][C:11](=[O:14])[N:10]([CH2:15][C:16]3[CH:21]=[CH:20][CH:19]=[C:18]([N+:22]([O-])=O)[CH:17]=3)[N:9]=2)=[CH:4][CH:3]=1.[H][H]. The catalyst is C1COCC1.[Ni]. The product is [NH2:22][C:18]1[CH:17]=[C:16]([CH:21]=[CH:20][CH:19]=1)[CH2:15][N:10]1[N:9]=[C:8]([C:5]2[CH:4]=[CH:3][C:2]([Cl:1])=[CH:7][CH:6]=2)[CH2:13][S:12][C:11]1=[O:14]. The yield is 0.940.